This data is from Full USPTO retrosynthesis dataset with 1.9M reactions from patents (1976-2016). The task is: Predict the reactants needed to synthesize the given product. (1) Given the product [NH2:1][C:2]1[N:10]=[C:9]([O:11][CH2:12][CH2:13][CH2:14][CH3:15])[N:8]=[C:7]2[C:3]=1[N:4]=[C:5]([O:35][CH3:36])[N:6]2[CH2:16][CH2:17][CH2:18][CH:19]1[CH2:24][CH2:23][CH2:22][N:67]([C:71]([O:73][CH2:74][C:75]2[CH:80]=[CH:79][CH:78]=[CH:77][CH:76]=2)=[O:72])[CH2:66]1, predict the reactants needed to synthesize it. The reactants are: [NH2:1][C:2]1[N:10]=[C:9]([O:11][CH2:12][CH2:13][CH2:14][CH3:15])[N:8]=[C:7]2[C:3]=1[N:4]=[C:5]([O:35][CH3:36])[N:6]2[CH2:16][CH2:17][CH2:18][CH:19]1[CH2:24][CH2:23][CH2:22]CN1C(OCC1C=CC=CC=1)=O.FC(F)(F)C(O)=O.C(OC1N=C2C(N=C(OC)N2)=C(N)N=1)CCC.BrCCCC1CCC[N:67]([C:71]([O:73][CH2:74][C:75]2[CH:80]=[CH:79][CH:78]=[CH:77][CH:76]=2)=[O:72])[CH2:66]1. (2) Given the product [NH2:35][C@H:12]1[N:13]=[C:14]([CH2:22][CH3:23])[C:15]2[CH:20]=[CH:19][CH:18]=[C:17]([CH3:21])[C:16]=2[N:10]([CH2:9][C:7]([CH:1]2[CH2:6][CH2:5][CH2:4][CH2:3][CH2:2]2)=[O:8])[C:11]1=[O:36], predict the reactants needed to synthesize it. The reactants are: [CH:1]1([C:7]([CH2:9][N:10]2[C:16]3[C:17]([CH3:21])=[CH:18][CH:19]=[CH:20][C:15]=3[C:14]([CH2:22][CH3:23])=[N:13][C@@:12]([NH2:35])(C(=O)[C@H](CC3C=CC=CC=3)N)[C:11]2=[O:36])=[O:8])[CH2:6][CH2:5][CH2:4][CH2:3][CH2:2]1.C1(N=C=S)C=CC=CC=1. (3) Given the product [CH2:12]([O:11][C:9]([N:1]1[CH2:8][CH2:7][CH2:6][C@H:2]1[C:3](=[O:5])[NH:45][CH2:38][C:39]1[CH:44]=[CH:43][CH:42]=[CH:41][CH:40]=1)=[O:10])[C:13]1[CH:18]=[CH:17][CH:16]=[CH:15][CH:14]=1, predict the reactants needed to synthesize it. The reactants are: [N:1]1([C:9]([O:11][CH2:12][C:13]2[CH:18]=[CH:17][CH:16]=[CH:15][CH:14]=2)=[O:10])[CH2:8][CH2:7][CH2:6][C@H:2]1[C:3]([OH:5])=O.C1C=NC2N(O)N=NC=2C=1.CCN(C(C)C)C(C)C.[CH2:38]([NH2:45])[C:39]1[CH:44]=[CH:43][CH:42]=[CH:41][CH:40]=1. (4) The reactants are: [F:1][C:2]1[CH:9]=[CH:8][CH:7]=[C:4]([CH:5]=[O:6])[C:3]=1[OH:10].[CH2:11](Br)[C:12]1[CH:17]=[CH:16][CH:15]=[CH:14][CH:13]=1.C(=O)([O-])[O-].[K+].[K+].Cl. Given the product [CH2:11]([O:10][C:3]1[C:2]([F:1])=[CH:9][CH:8]=[CH:7][C:4]=1[CH:5]=[O:6])[C:12]1[CH:17]=[CH:16][CH:15]=[CH:14][CH:13]=1, predict the reactants needed to synthesize it. (5) Given the product [O:1]1[CH:5]=[CH:4][CH:3]=[C:2]1[C:6]1[N:14]=[C:13]([O:1][CH2:2][CH2:3][CH3:4])[N:12]=[C:11]2[C:7]=1[N:8]=[CH:9][N:10]2[CH2:18][C:19]1[CH:20]=[CH:21][C:22]([O:25][CH3:26])=[CH:23][CH:24]=1, predict the reactants needed to synthesize it. The reactants are: [O:1]1[CH:5]=[CH:4][CH:3]=[C:2]1[C:6]1[N:14]=[C:13]([N+]([O-])=O)[N:12]=[C:11]2[C:7]=1[N:8]=[CH:9][N:10]2[CH2:18][C:19]1[CH:24]=[CH:23][C:22]([O:25][CH3:26])=[CH:21][CH:20]=1.[F-].[K+]. (6) The reactants are: [C:1]1([C:7]2[CH:8]=[C:9]([C:16]3[O:20][N:19]=[C:18]([C:21]4[S:25][C:24]([CH2:26][N:27]5[CH2:30][CH:29]([C:31]([O:33]CC)=[O:32])[CH2:28]5)=[CH:23][CH:22]=4)[N:17]=3)[S:10][C:11]=2[C:12]([F:15])([F:14])[F:13])[CH:6]=[CH:5][CH:4]=[CH:3][CH:2]=1.[OH-].[Na+]. Given the product [C:1]1([C:7]2[CH:8]=[C:9]([C:16]3[O:20][N:19]=[C:18]([C:21]4[S:25][C:24]([CH2:26][N:27]5[CH2:30][CH:29]([C:31]([OH:33])=[O:32])[CH2:28]5)=[CH:23][CH:22]=4)[N:17]=3)[S:10][C:11]=2[C:12]([F:13])([F:14])[F:15])[CH:2]=[CH:3][CH:4]=[CH:5][CH:6]=1, predict the reactants needed to synthesize it.